Dataset: Caco-2 cell permeability data measuring drug intestinal absorption for ~900 compounds. Task: Regression/Classification. Given a drug SMILES string, predict its absorption, distribution, metabolism, or excretion properties. Task type varies by dataset: regression for continuous measurements (e.g., permeability, clearance, half-life) or binary classification for categorical outcomes (e.g., BBB penetration, CYP inhibition). For this dataset (caco2_wang), we predict Y. (1) The molecule is CN1CCN(C2=c3ccccc3=Nc3ccc(Cl)cc3N2)CC1. The Y is -4.51 log Papp (cm/s). (2) The molecule is CN(C)CCC=C1c2ccccc2CCc2ccccc21. The Y is -3.90 log Papp (cm/s). (3) The compound is CN1C(=O)CC(N2CCN(CCCN3c4ccccc4COc4ccc(CC(=O)O)cc43)CC2)N(C)C1=O. The Y is -5.52 log Papp (cm/s). (4) The molecule is C/N=C(\NC#N)NCCSCc1csc(N=C(N)N)n1. The Y is -5.66 log Papp (cm/s). (5) The Y is -6.47 log Papp (cm/s). The molecule is CC(C)C[C@H]1NC(=O)[C@@H](CC2CCCCC2)NC(=O)CNC(=O)[C@@H](C)NC(=O)[C@H](Cc2ccc(O)cc2)NC(=O)/C=C\c2ccccc2OC1=O. (6) The compound is C#Cc1cccc(Nc2ncnc3cc(OCCOC)c(OCCOC)cc23)c1. The Y is -4.47 log Papp (cm/s). (7) The compound is Oc1cc(O)c2c(c1)OC(c1ccc(O)c(O)c1)C(O)C2. The Y is -6.22 log Papp (cm/s).